This data is from Reaction yield outcomes from USPTO patents with 853,638 reactions. The task is: Predict the reaction yield, written as a fraction of the theoretical maximum amount of product (1.0 means a 100% yield; for example, 0.34 means a 34% yield). The reactants are [H-].[Na+].[NH:3]1[C:11]2[C:6](=[CH:7][CH:8]=[CH:9][CH:10]=2)[C:5]([C:12]([O:14][CH3:15])=[O:13])=[CH:4]1.[CH3:16]I. The catalyst is CN(C=O)C.O. The product is [CH3:16][N:3]1[C:11]2[C:6](=[CH:7][CH:8]=[CH:9][CH:10]=2)[C:5]([C:12]([O:14][CH3:15])=[O:13])=[CH:4]1. The yield is 0.960.